From a dataset of Full USPTO retrosynthesis dataset with 1.9M reactions from patents (1976-2016). Predict the reactants needed to synthesize the given product. Given the product [OH:12][C:13]1([C:11]#[C:10][Si:7]([CH3:9])([CH3:8])[CH3:6])[CH2:14][CH2:15][CH:16]([C:19]([O:21][C:22]([CH3:25])([CH3:24])[CH3:23])=[O:20])[CH2:17][CH2:18]1, predict the reactants needed to synthesize it. The reactants are: C([Li])CCC.[CH3:6][Si:7]([C:10]#[CH:11])([CH3:9])[CH3:8].[O:12]=[C:13]1[CH2:18][CH2:17][CH:16]([C:19]([O:21][C:22]([CH3:25])([CH3:24])[CH3:23])=[O:20])[CH2:15][CH2:14]1.[C-]#[C-].[Li+].[Li+].[Cl-].[NH4+].